From a dataset of Catalyst prediction with 721,799 reactions and 888 catalyst types from USPTO. Predict which catalyst facilitates the given reaction. (1) Reactant: Cl[C:2]1[N:7]=[CH:6][C:5]2[CH:8]=[N:9][N:10]([C:11]3[N:16]=[C:15]([N:17]4[CH2:23][C:22]([OH:25])([CH3:24])[CH2:21][N:20]([C:26]([O:28][C:29]([CH3:32])([CH3:31])[CH3:30])=[O:27])[CH2:19][CH2:18]4)[CH:14]=[CH:13][CH:12]=3)[C:4]=2[CH:3]=1.CC1(C)C(C)(C)OB([C:41]2[CH:42]=[N:43][NH:44][CH:45]=2)O1.C([O-])([O-])=O.[Na+].[Na+]. Product: [NH:43]1[CH:42]=[C:41]([C:2]2[N:7]=[CH:6][C:5]3[CH:8]=[N:9][N:10]([C:11]4[N:16]=[C:15]([N:17]5[CH2:23][C:22]([OH:25])([CH3:24])[CH2:21][N:20]([C:26]([O:28][C:29]([CH3:31])([CH3:32])[CH3:30])=[O:27])[CH2:19][CH2:18]5)[CH:14]=[CH:13][CH:12]=4)[C:4]=3[CH:3]=2)[CH:45]=[N:44]1. The catalyst class is: 75. (2) Reactant: [CH2:1]([N:3]1[C:12](=[O:13])[C:11]2[C:6](=[CH:7][CH:8]=[C:9]([N+:14]([O-:16])=[O:15])[CH:10]=2)[NH:5][C:4]1=[O:17])[CH3:2].C(=O)([O-])[O-].[K+].[K+].Cl[CH2:25][Si:26]([CH3:29])([CH3:28])[CH3:27]. Product: [CH2:1]([N:3]1[C:12](=[O:13])[C:11]2[C:6](=[CH:7][CH:8]=[C:9]([N+:14]([O-:16])=[O:15])[CH:10]=2)[N:5]([CH2:25][Si:26]([CH3:29])([CH3:28])[CH3:27])[C:4]1=[O:17])[CH3:2]. The catalyst class is: 3. (3) Reactant: [S:1]1[CH:5]=[CH:4][N:3]=[C:2]1[NH2:6].[N:7]1([C:12](N2C=CN=C2)=[S:13])[CH:11]=[CH:10][N:9]=[CH:8]1. Product: [S:1]1[CH:5]=[CH:4][N:3]=[C:2]1[NH:6][C:12]([N:7]1[CH:11]=[CH:10][N:9]=[CH:8]1)=[S:13]. The catalyst class is: 783. (4) Reactant: [Cl:1][C:2]1[CH:7]=[C:6]([C:8]([OH:10])=[O:9])[CH:5]=[C:4]([Cl:11])[N:3]=1.C(NC(=NC(C)C)O[C:18]([CH3:21])([CH3:20])[CH3:19])(C)C. Product: [C:18]([O:9][C:8]([C:6]1[CH:5]=[C:4]([Cl:11])[N:3]=[C:2]([Cl:1])[CH:7]=1)=[O:10])([CH3:21])([CH3:20])[CH3:19]. The catalyst class is: 1. (5) Reactant: [OH:1][C:2]1[CH:10]=[CH:9][C:5]([C:6]([OH:8])=[O:7])=[CH:4][CH:3]=1.[OH-].[K+].[C:13](Cl)(=[O:20])[C:14]1[CH:19]=[CH:18][CH:17]=[CH:16][CH:15]=1.Cl. Product: [C:13]([O:1][C:2]1[CH:10]=[CH:9][C:5]([C:6]([OH:8])=[O:7])=[CH:4][CH:3]=1)(=[O:20])[C:14]1[CH:19]=[CH:18][CH:17]=[CH:16][CH:15]=1. The catalyst class is: 657.